This data is from Peptide-MHC class I binding affinity with 185,985 pairs from IEDB/IMGT. The task is: Regression. Given a peptide amino acid sequence and an MHC pseudo amino acid sequence, predict their binding affinity value. This is MHC class I binding data. (1) The peptide sequence is RLTSNEIFI. The MHC is HLA-A02:01 with pseudo-sequence HLA-A02:01. The binding affinity (normalized) is 0.534. (2) The peptide sequence is QTIASKKDK. The MHC is HLA-A03:01 with pseudo-sequence HLA-A03:01. The binding affinity (normalized) is 0.468. (3) The peptide sequence is YFKRELKSF. The MHC is HLA-B15:09 with pseudo-sequence HLA-B15:09. The binding affinity (normalized) is 0.0847. (4) The peptide sequence is FLDTNTDAM. The MHC is H-2-Db with pseudo-sequence H-2-Db. The binding affinity (normalized) is 0.00610. (5) The peptide sequence is LPQTRWQAV. The MHC is HLA-B08:01 with pseudo-sequence HLA-B08:01. The binding affinity (normalized) is 0.516. (6) The peptide sequence is VLLDYQGML. The MHC is HLA-A02:03 with pseudo-sequence HLA-A02:03. The binding affinity (normalized) is 0.0735.